Dataset: Catalyst prediction with 721,799 reactions and 888 catalyst types from USPTO. Task: Predict which catalyst facilitates the given reaction. Reactant: [O:1]([C:8]1[C:21](=[O:22])[N:20]([CH3:23])[C:11]2[N:12]=[C:13](S(C)(=O)=O)[N:14]=[CH:15][C:10]=2[CH:9]=1)[C:2]1[CH:7]=[CH:6][CH:5]=[CH:4][CH:3]=1.[NH2:24][CH2:25][CH2:26][CH2:27][N:28]1[CH2:33][CH2:32][N:31]([CH3:34])[CH2:30][CH2:29]1.CO. Product: [CH3:23][N:20]1[C:11]2[N:12]=[C:13]([NH:24][CH2:25][CH2:26][CH2:27][N:28]3[CH2:29][CH2:30][N:31]([CH3:34])[CH2:32][CH2:33]3)[N:14]=[CH:15][C:10]=2[CH:9]=[C:8]([O:1][C:2]2[CH:7]=[CH:6][CH:5]=[CH:4][CH:3]=2)[C:21]1=[O:22]. The catalyst class is: 60.